Dataset: Forward reaction prediction with 1.9M reactions from USPTO patents (1976-2016). Task: Predict the product of the given reaction. Given the reactants Br[C:2]1[CH:7]=[CH:6][C:5]([NH:8][C@H:9]2[CH2:13][N:12]([CH3:14])[CH2:11][C@@H:10]2[OH:15])=[C:4]([N+:16]([O-:18])=[O:17])[CH:3]=1.[F:19][C:20]1[CH:21]=[CH:22][C:23]2=[C:24]([CH:44]=1)[O:25][CH2:26][C:27]1[CH:43]=[CH:42][CH:41]=[CH:40][C:28]=1/[C:29]/2=[CH:30]\B1OC(C)(C)C(C)(C)O1.C1(P(C2C=CC=CC=2)C2C=CC=CC=2)C=CC=CC=1.C([O-])([O-])=O.[K+].[K+], predict the reaction product. The product is: [F:19][C:20]1[CH:21]=[CH:22][C:23]2=[C:24]([CH:44]=1)[O:25][CH2:26][C:27]1[CH:43]=[CH:42][CH:41]=[CH:40][C:28]=1/[C:29]/2=[CH:30]\[C:2]1[CH:7]=[CH:6][C:5]([NH:8][C@H:9]2[CH2:13][N:12]([CH3:14])[CH2:11][C@@H:10]2[OH:15])=[C:4]([N+:16]([O-:18])=[O:17])[CH:3]=1.